This data is from Full USPTO retrosynthesis dataset with 1.9M reactions from patents (1976-2016). The task is: Predict the reactants needed to synthesize the given product. Given the product [Cl:1][CH:2]([CH3:31])[C:3]([NH:5][C:6]1[CH:11]=[C:10]([N:12]2[CH:16]=[CH:15][CH:14]=[N:13]2)[N:30]=[C:28]([C:26]2[O:27][C:23]([CH3:22])=[CH:24][CH:25]=2)[N:29]=1)=[O:4], predict the reactants needed to synthesize it. The reactants are: [Cl:1][CH2:2][C:3]([NH:5][C:6]1[CH:11]=[C:10]([N:12]2[CH:16]=[CH:15][CH:14]=[N:13]2)N=C(C2OC=CC=2)N=1)=[O:4].[CH3:22][C:23]1[O:27][C:26]([C:28]([NH2:30])=[NH:29])=[CH:25][CH:24]=1.[CH3:31]C1C=C(C)NN=1.